Dataset: Forward reaction prediction with 1.9M reactions from USPTO patents (1976-2016). Task: Predict the product of the given reaction. (1) Given the reactants F[B-](F)(F)F.N1(OC(N(C)C)=[N+](C)C)C2C=CC=CC=2N=N1.[O:23]1[C:27]([C:28]2[CH:36]=[CH:35][C:31]([C:32]([OH:34])=O)=[CH:30][N:29]=2)=[CH:26][N:25]=[CH:24]1.C(N(C(C)C)C(C)C)C.[C:46]([O:50][C:51]([N:53]1[CH2:58][CH2:57][CH:56]([NH:59][CH:60]2[CH2:62][CH2:61]2)[CH2:55][CH2:54]1)=[O:52])([CH3:49])([CH3:48])[CH3:47], predict the reaction product. The product is: [C:46]([O:50][C:51]([N:53]1[CH2:58][CH2:57][CH:56]([N:59]([CH:60]2[CH2:61][CH2:62]2)[C:32]([C:31]2[CH:30]=[N:29][C:28]([C:27]3[O:23][CH:24]=[N:25][CH:26]=3)=[CH:36][CH:35]=2)=[O:34])[CH2:55][CH2:54]1)=[O:52])([CH3:49])([CH3:47])[CH3:48]. (2) Given the reactants [NH2:1][C:2]1[CH:3]=[C:4]([C:16]#[N:17])[CH:5]=[C:6]([C:8]2[CH:13]=[CH:12][C:11]([F:14])=[CH:10][C:9]=2[F:15])[CH:7]=1.Cl.[CH3:19][S:20]([NH:23][C:24]1[CH:32]=[C:31]2[C:27]([CH:28]=[C:29]([C:33](O)=[O:34])[NH:30]2)=[CH:26][CH:25]=1)(=[O:22])=[O:21].CN(C(ON1N=NC2C=CC=NC1=2)=[N+](C)C)C.F[P-](F)(F)(F)(F)F.CCN(C(C)C)C(C)C, predict the reaction product. The product is: [C:16]([C:4]1[CH:3]=[C:2]([NH:1][C:33]([C:29]2[NH:30][C:31]3[C:27]([CH:28]=2)=[CH:26][CH:25]=[C:24]([NH:23][S:20]([CH3:19])(=[O:22])=[O:21])[CH:32]=3)=[O:34])[CH:7]=[C:6]([C:8]2[CH:13]=[CH:12][C:11]([F:14])=[CH:10][C:9]=2[F:15])[CH:5]=1)#[N:17]. (3) Given the reactants [Br:1][C:2]1[CH:7]=[CH:6][C:5]([S:8](Cl)(=[O:10])=[O:9])=[C:4]([CH3:12])[CH:3]=1.[NH2:13][CH2:14][CH2:15][N:16]1[CH2:21][CH2:20][O:19][CH2:18][CH2:17]1.C(N(CC)C(C)C)(C)C, predict the reaction product. The product is: [Br:1][C:2]1[CH:7]=[CH:6][C:5]([S:8]([NH:13][CH2:14][CH2:15][N:16]2[CH2:21][CH2:20][O:19][CH2:18][CH2:17]2)(=[O:10])=[O:9])=[C:4]([CH3:12])[CH:3]=1. (4) Given the reactants [NH2:1][C:2]1[CH:3]=[C:4]([OH:8])[CH:5]=[CH:6][CH:7]=1.[CH:9](=O)[C:10]1[CH:15]=[CH:14][CH:13]=[CH:12][CH:11]=1.C(O)(=O)C.C([BH3-])#N.[Na+], predict the reaction product. The product is: [CH2:9]([NH:1][C:2]1[CH:3]=[C:4]([OH:8])[CH:5]=[CH:6][CH:7]=1)[C:10]1[CH:15]=[CH:14][CH:13]=[CH:12][CH:11]=1. (5) Given the reactants Cl.[NH:2]1[CH2:7][CH2:6][CH2:5][CH2:4][CH2:3]1.CC(C)=O.[C-]#N.[K+].CN(C)[C:17]1([C:22]#[N:23])[CH2:21]CC[CH2:18]1, predict the reaction product. The product is: [CH3:18][C:17]([N:2]1[CH2:7][CH2:6][CH2:5][CH2:4][CH2:3]1)([CH3:21])[C:22]#[N:23]. (6) Given the reactants [CH2:1]([O:3][C:4](=[O:17])[C:5]([O:8][C:9]1[CH:14]=[CH:13][C:12]([OH:15])=[CH:11][C:10]=1[CH3:16])([CH3:7])[CH3:6])[CH3:2].[F:18][C:19]([F:43])([F:42])[O:20][C:21]1[CH:26]=[CH:25][C:24]([C:27]2[N:32]=[C:31]([C:33]([F:36])([F:35])[F:34])[C:30]([CH2:37]OS(Cl)=O)=[CH:29][N:28]=2)=[CH:23][CH:22]=1, predict the reaction product. The product is: [CH2:1]([O:3][C:4](=[O:17])[C:5]([CH3:6])([O:8][C:9]1[CH:14]=[CH:13][C:12]([O:15][CH2:37][C:30]2[C:31]([C:33]([F:36])([F:34])[F:35])=[N:32][C:27]([C:24]3[CH:25]=[CH:26][C:21]([O:20][C:19]([F:42])([F:43])[F:18])=[CH:22][CH:23]=3)=[N:28][CH:29]=2)=[CH:11][C:10]=1[CH3:16])[CH3:7])[CH3:2]. (7) Given the reactants [C:1]([O:5][C:6](=[O:23])[NH:7][C:8]1[CH:13]=[CH:12][C:11]([C:14]#[C:15][Si](C)(C)C)=[CH:10][C:9]=1[N+:20]([O-:22])=[O:21])([CH3:4])([CH3:3])[CH3:2].[OH-].[Na+].C(O)(=O)CC(CC(O)=O)(C(O)=O)O, predict the reaction product. The product is: [C:1]([O:5][C:6](=[O:23])[NH:7][C:8]1[CH:13]=[CH:12][C:11]([C:14]#[CH:15])=[CH:10][C:9]=1[N+:20]([O-:22])=[O:21])([CH3:4])([CH3:2])[CH3:3]. (8) Given the reactants Br[C:2]1[CH:3]=[C:4]2[N:10]=[C:9]([CH2:11][N:12]3[C:16]4[CH:17]=[N:18][CH:19]=[CH:20][C:15]=4[N:14]([CH:21]4[CH2:23][CH2:22]4)[C:13]3=[O:24])[N:8]([CH2:25][CH2:26][CH:27]([CH3:29])[CH3:28])[C:5]2=[N:6][CH:7]=1.[C:30]([Zn]C#N)#[N:31].C(N(CC)CC)C, predict the reaction product. The product is: [CH:21]1([N:14]2[C:15]3[CH:20]=[CH:19][N:18]=[CH:17][C:16]=3[N:12]([CH2:11][C:9]3[N:8]([CH2:25][CH2:26][CH:27]([CH3:29])[CH3:28])[C:5]4=[N:6][CH:7]=[C:2]([C:30]#[N:31])[CH:3]=[C:4]4[N:10]=3)[C:13]2=[O:24])[CH2:23][CH2:22]1. (9) Given the reactants [N:1]1([C:7]([N:9]2[CH2:14][CH:13]([C:15]3[CH:20]=[CH:19][C:18]([C:21]([F:24])([F:23])[F:22])=[CH:17][CH:16]=3)[CH2:12][CH:11]([CH2:25][OH:26])[CH2:10]2)=[O:8])[CH2:6][CH2:5][O:4][CH2:3][CH2:2]1.[N:27]([CH:30]([CH3:32])[CH3:31])=[C:28]=[O:29], predict the reaction product. The product is: [CH:30]([NH:27][C:28](=[O:29])[O:26][CH2:25][CH:11]1[CH2:12][CH:13]([C:15]2[CH:20]=[CH:19][C:18]([C:21]([F:22])([F:23])[F:24])=[CH:17][CH:16]=2)[CH2:14][N:9]([C:7]([N:1]2[CH2:6][CH2:5][O:4][CH2:3][CH2:2]2)=[O:8])[CH2:10]1)([CH3:32])[CH3:31].